This data is from Forward reaction prediction with 1.9M reactions from USPTO patents (1976-2016). The task is: Predict the product of the given reaction. (1) Given the reactants C(B1[O:11][C@H:10]2[CH2:12][C@H:7]([C@H:8]([CH2:25][CH2:26][C@@H:27](O)[CH2:28][CH2:29][C:30]3[CH:35]=[CH:34][CH:33]=[CH:32][CH:31]=3)[C@H:9]2[CH2:13]/[CH:14]=[CH:15]\[CH2:16][CH2:17][CH2:18][C:19]([O:21][CH:22]([CH3:24])[CH3:23])=[O:20])[O:6]1)CCC.[CH2:37]([CH:40]([CH2:44][C:45]#[CH:46])[C:41]([OH:43])=[O:42])[C:38]#[CH:39].C1CCC(N=C=NC2CCCCC2)CC1, predict the reaction product. The product is: [OH:6][C@@H:7]1[CH2:12][C@H:10]([OH:11])[C@H:9]([CH2:13]/[CH:14]=[CH:15]\[CH2:16][CH2:17][CH2:18][C:19]([O:21][CH:22]([CH3:24])[CH3:23])=[O:20])[C@H:8]1[CH2:25][CH2:26][C@@H:27]([O:42][C:41](=[O:43])[CH:40]([CH2:44][C:45]#[CH:46])[CH2:37][C:38]#[CH:39])[CH2:28][CH2:29][C:30]1[CH:31]=[CH:32][CH:33]=[CH:34][CH:35]=1. (2) Given the reactants [CH2:1]([CH:8]1[CH2:13][CH2:12][N:11]([C:14](=[O:18])[C:15]([OH:17])=O)[CH2:10][CH2:9]1)[C:2]1[CH:7]=[CH:6][CH:5]=[CH:4][CH:3]=1.[NH2:19][C:20]1[CH:21]=[C:22]([CH:25]=[CH:26][CH:27]=1)[C:23]#[N:24], predict the reaction product. The product is: [CH2:1]([CH:8]1[CH2:9][CH2:10][N:11]([C:14](=[O:18])[C:15]([NH:19][C:20]2[CH:27]=[CH:26][CH:25]=[C:22]([C:23]#[N:24])[CH:21]=2)=[O:17])[CH2:12][CH2:13]1)[C:2]1[CH:3]=[CH:4][CH:5]=[CH:6][CH:7]=1. (3) Given the reactants [Cl:1][C:2]1[CH:7]=[CH:6][C:5](/[CH:8]=[CH:9]/[C:10]([C:12]2[CH:13]=[CH:14][C:15](=[O:19])[N:16]([CH3:18])[CH:17]=2)=[O:11])=[C:4]([F:20])[CH:3]=1.[C:21]([NH:24][C:25]1[CH:26]=[C:27](B(O)O)[CH:28]=[CH:29][CH:30]=1)(=[O:23])[CH3:22].C(=O)([O-])O.[Na+], predict the reaction product. The product is: [Cl:1][C:2]1[CH:7]=[CH:6][C:5]([CH:8]([C:29]2[CH:30]=[C:25]([NH:24][C:21](=[O:23])[CH3:22])[CH:26]=[CH:27][CH:28]=2)[CH2:9][C:10]([C:12]2[CH:13]=[CH:14][C:15](=[O:19])[N:16]([CH3:18])[CH:17]=2)=[O:11])=[C:4]([F:20])[CH:3]=1. (4) Given the reactants Cl.C(OCC)(=O)C.[NH:8]1[C:12]2[CH:13]=[CH:14][CH:15]=[CH:16][C:11]=2[NH:10][C:9]1=[C:17]([C:36]([C:38]1[CH:43]=[CH:42][N:41]=[C:40]([O:44]C)[CH:39]=1)=[O:37])[C:18]([C:20]1[CH:21]=[C:22]([S:26]([NH:29][C:30](=[NH:35])[C:31]([OH:34])([CH3:33])[CH3:32])(=[O:28])=[O:27])[CH:23]=[CH:24][CH:25]=1)=[O:19], predict the reaction product. The product is: [NH:8]1[C:12]2[CH:13]=[CH:14][CH:15]=[CH:16][C:11]=2[NH:10][C:9]1=[C:17]([C:36](=[O:37])[C:38]1[CH:43]=[CH:42][NH:41][C:40](=[O:44])[CH:39]=1)[C:18]([C:20]1[CH:21]=[C:22]([S:26]([NH:29][C:30](=[NH:35])[C:31]([OH:34])([CH3:32])[CH3:33])(=[O:27])=[O:28])[CH:23]=[CH:24][CH:25]=1)=[O:19]. (5) Given the reactants O1CCCC1.[CH2:6]([O:13][C:14]1[CH:19]=[CH:18][NH:17][C:16](=[O:20])[CH:15]=1)[C:7]1[CH:12]=[CH:11][CH:10]=[CH:9][CH:8]=1.CC(C)([O-])C.[K+].[C:27]1([CH2:33][C@@H:34](OS(C(F)(F)F)(=O)=O)[C:35]([O:37][CH3:38])=[O:36])[CH:32]=[CH:31][CH:30]=[CH:29][CH:28]=1, predict the reaction product. The product is: [CH2:6]([O:13][C:14]1[CH:19]=[CH:18][N:17]([C@@H:34]([CH2:33][C:27]2[CH:32]=[CH:31][CH:30]=[CH:29][CH:28]=2)[C:35]([O:37][CH3:38])=[O:36])[C:16](=[O:20])[CH:15]=1)[C:7]1[CH:8]=[CH:9][CH:10]=[CH:11][CH:12]=1.